Dataset: Catalyst prediction with 721,799 reactions and 888 catalyst types from USPTO. Task: Predict which catalyst facilitates the given reaction. (1) Reactant: C([O:8][C:9]1[C:14](=[O:15])[N:13]=[C:12]([CH2:16][C:17]2[CH:22]=[CH:21][CH:20]=[CH:19][C:18]=2[C:23]2[CH:28]=[CH:27][CH:26]=[CH:25][CH:24]=2)[N:11]2[CH2:29][CH2:30][N:31]([CH3:34])[C:32](=[O:33])[C:10]=12)C1C=CC=CC=1.Cl. Product: [C:18]1([C:23]2[CH:28]=[CH:27][CH:26]=[CH:25][CH:24]=2)[CH:19]=[CH:20][CH:21]=[CH:22][C:17]=1[CH2:16][C:12]1[N:11]2[CH2:29][CH2:30][N:31]([CH3:34])[C:32](=[O:33])[C:10]2=[C:9]([OH:8])[C:14](=[O:15])[N:13]=1. The catalyst class is: 5. (2) Reactant: [CH3:1][O:2][CH2:3][C@H:4]([CH3:31])[O:5][C:6]1[CH:7]=[C:8]([C:23]2[NH:27][C:26]([C:28]([OH:30])=O)=[CH:25][CH:24]=2)[CH:9]=[C:10]([O:12][C:13]2[CH:18]=[CH:17][C:16]([S:19]([CH3:22])(=[O:21])=[O:20])=[CH:15][CH:14]=2)[CH:11]=1.[NH2:32][CH2:33][C:34]([CH3:37])([OH:36])[CH3:35].CCN=C=NCCCN(C)C.Cl.Cl. Product: [OH:36][C:34]([CH3:37])([CH3:35])[CH2:33][NH:32][C:28]([C:26]1[NH:27][C:23]([C:8]2[CH:9]=[C:10]([O:12][C:13]3[CH:18]=[CH:17][C:16]([S:19]([CH3:22])(=[O:20])=[O:21])=[CH:15][CH:14]=3)[CH:11]=[C:6]([O:5][C@@H:4]([CH3:31])[CH2:3][O:2][CH3:1])[CH:7]=2)=[CH:24][CH:25]=1)=[O:30]. The catalyst class is: 112. (3) Reactant: [F:1][C:2]([F:24])([F:23])[S:3]([O:6][C:7]1[CH:12]=[C:11]([OH:13])[CH:10]=[CH:9][C:8]=1[C:14]1[CH:19]=[C:18]([O:20][CH3:21])[CH:17]=[CH:16][C:15]=1[F:22])(=[O:5])=[O:4].N1C=CN=C1.[C:30]([Si:34]([CH3:37])([CH3:36])Cl)([CH3:33])([CH3:32])[CH3:31].[Cl-].[NH4+]. Product: [F:24][C:2]([F:23])([F:1])[S:3]([O:6][C:7]1[CH:12]=[C:11]([O:13][Si:34]([C:30]([CH3:33])([CH3:32])[CH3:31])([CH3:37])[CH3:36])[CH:10]=[CH:9][C:8]=1[C:14]1[CH:19]=[C:18]([O:20][CH3:21])[CH:17]=[CH:16][C:15]=1[F:22])(=[O:5])=[O:4]. The catalyst class is: 3. (4) Reactant: [F:1][C:2]1[CH:7]=[CH:6][C:5]([N:8]2[C:11](=[O:12])[C@H:10]([S:13][CH2:14][C:15]([C:17]3[CH:22]=[CH:21][C:20]([F:23])=[CH:19][CH:18]=3)=[O:16])[C@H:9]2[C:24]2[CH:39]=[CH:38][C:27]([O:28][CH2:29][C:30]([NH:32][C@@H:33]([C:35]([OH:37])=[O:36])[CH3:34])=[O:31])=[CH:26][CH:25]=2)=[CH:4][CH:3]=1.[BH4-].[Na+].C([O-])(=O)C.[NH4+].O. Product: [F:1][C:2]1[CH:3]=[CH:4][C:5]([N:8]2[C:11](=[O:12])[C@H:10]([S:13][CH2:14][CH:15]([C:17]3[CH:18]=[CH:19][C:20]([F:23])=[CH:21][CH:22]=3)[OH:16])[C@H:9]2[C:24]2[CH:39]=[CH:38][C:27]([O:28][CH2:29][C:30]([NH:32][C@@H:33]([C:35]([OH:37])=[O:36])[CH3:34])=[O:31])=[CH:26][CH:25]=2)=[CH:6][CH:7]=1. The catalyst class is: 5. (5) Reactant: [NH2:1][C:2]1[C:7]([C:8]#[N:9])=[C:6]([O:10][CH2:11][CH3:12])[N:5]=[C:4]([C:13]([NH:15][CH2:16][CH:17]2[CH2:22][CH2:21][N:20]([CH2:23][C:24]3[S:28][C:27]([C:29]4[CH:34]=[CH:33][CH:32]=[CH:31][N:30]=4)=[N:26][C:25]=3[CH2:35][N:36]3[CH2:41][CH2:40][N:39](C(OC(C)(C)C)=O)[CH2:38][CH2:37]3)[CH2:19][CH2:18]2)=[O:14])[CH:3]=1.[F:49][C:50]([F:55])([F:54])[C:51]([OH:53])=[O:52]. Product: [F:49][C:50]([F:55])([F:54])[C:51]([OH:53])=[O:52].[F:49][C:50]([F:55])([F:54])[C:51]([OH:53])=[O:52].[F:49][C:50]([F:55])([F:54])[C:51]([OH:53])=[O:52].[NH2:1][C:2]1[C:7]([C:8]#[N:9])=[C:6]([O:10][CH2:11][CH3:12])[N:5]=[C:4]([C:13]([NH:15][CH2:16][CH:17]2[CH2:18][CH2:19][N:20]([CH2:23][C:24]3[S:28][C:27]([C:29]4[CH:34]=[CH:33][CH:32]=[CH:31][N:30]=4)=[N:26][C:25]=3[CH2:35][N:36]3[CH2:37][CH2:38][NH:39][CH2:40][CH2:41]3)[CH2:21][CH2:22]2)=[O:14])[CH:3]=1. The catalyst class is: 4. (6) Reactant: CO.[NH2:3][C:4]1[CH:5]=[C:6]([CH:10]=[CH:11][C:12]=1[NH:13][CH2:14][CH2:15][CH3:16])[C:7]([OH:9])=[O:8].Cl.[C:18](=N)(OC)[CH3:19]. Product: [CH3:18][C:19]1[N:13]([CH2:14][CH2:15][CH3:16])[C:12]2[CH:11]=[CH:10][C:6]([C:7]([OH:9])=[O:8])=[CH:5][C:4]=2[N:3]=1. The catalyst class is: 27. (7) Reactant: Br[C:2]1(Br)[C:10]2[C:5](=[N:6][CH:7]=[CH:8][CH:9]=2)[NH:4][C:3]1=[O:11]. Product: [NH:4]1[C:5]2=[N:6][CH:7]=[CH:8][CH:9]=[C:10]2[CH2:2][C:3]1=[O:11]. The catalyst class is: 565. (8) The catalyst class is: 11. Product: [CH3:10][O:9][C:7]1[CH:6]=[C:5]([NH:11][C:19](=[O:20])[CH3:18])[CH:4]=[C:3]([O:2][CH3:1])[CH:8]=1. Reactant: [CH3:1][O:2][C:3]1[CH:4]=[C:5]([NH2:11])[CH:6]=[C:7]([O:9][CH3:10])[CH:8]=1.CCCCCC.[CH3:18][C:19](OC(C)=O)=[O:20]. (9) Reactant: [CH3:1][C:2]1[CH:7]=[C:6]([CH3:8])[N:5]2[N:9]=[C:10]([C:12](OC)=[O:13])[N:11]=[C:4]2[N:3]=1.[BH4-].[Na+].O. The catalyst class is: 100. Product: [CH3:1][C:2]1[CH:7]=[C:6]([CH3:8])[N:5]2[N:9]=[C:10]([CH2:12][OH:13])[N:11]=[C:4]2[N:3]=1.